This data is from Reaction yield outcomes from USPTO patents with 853,638 reactions. The task is: Predict the reaction yield, written as a fraction of the theoretical maximum amount of product (1.0 means a 100% yield; for example, 0.34 means a 34% yield). The reactants are [N:1]12[CH2:8][CH2:7][C:4]([C:9]([C:17]3[CH:22]=[CH:21][CH:20]=[CH:19][CH:18]=3)([C:11]3[CH:16]=[CH:15][CH:14]=[CH:13][CH:12]=3)[OH:10])([CH2:5][CH2:6]1)[CH2:3][CH2:2]2.[Br:23][CH2:24][CH2:25][CH2:26][CH3:27]. The catalyst is CC#N. The product is [Br-:23].[CH2:24]([N+:1]12[CH2:6][CH2:5][C:4]([C:9]([OH:10])([C:17]3[CH:22]=[CH:21][CH:20]=[CH:19][CH:18]=3)[C:11]3[CH:12]=[CH:13][CH:14]=[CH:15][CH:16]=3)([CH2:3][CH2:2]1)[CH2:7][CH2:8]2)[CH2:25][CH2:26][CH3:27]. The yield is 0.707.